From a dataset of Reaction yield outcomes from USPTO patents with 853,638 reactions. Predict the reaction yield, written as a fraction of the theoretical maximum amount of product (1.0 means a 100% yield; for example, 0.34 means a 34% yield). (1) The reactants are Br[C:2]1[CH:3]=[C:4]([O:18][CH3:19])[CH:5]=[C:6]2[C:11]=1[O:10][C:9]([C:12]([O:14][CH2:15][CH3:16])=[O:13])=[CH:8][C:7]2=[O:17].C1(P(C2C=CC=CC=2)C2C=CC3C(=CC=CC=3)C=2C2C3C(=CC=CC=3)C=CC=2P(C2C=CC=CC=2)C2C=CC=CC=2)C=CC=CC=1.[N+](C1C=CC([N:75]2[CH2:80][CH2:79][N:78]([C:81](=O)[CH3:82])[CH2:77][CH2:76]2)=CC=1)([O-])=O.CN1CCCNCC1.C(=O)([O-])[O-].[Cs+].[Cs+]. The catalyst is C1(C)C=CC=CC=1. The product is [CH2:15]([O:14][C:12]([C:9]1[O:10][C:11]2[C:6]([C:7](=[O:17])[CH:8]=1)=[CH:5][C:4]([O:18][CH3:19])=[CH:3][C:2]=2[N:75]1[CH2:76][CH2:82][CH2:81][N:78]([CH3:77])[CH2:79][CH2:80]1)=[O:13])[CH3:16]. The yield is 0.600. (2) The reactants are C([O:3][C:4](=[O:42])[CH2:5][CH2:6][NH:7][C:8](=[O:41])[C:9]1[CH:14]=[CH:13][C:12]([N:15]([CH2:28][C:29]2[CH:34]=[CH:33][C:32]([CH:35]3[CH2:40][CH2:39][CH2:38][CH2:37][CH2:36]3)=[CH:31][CH:30]=2)[CH2:16][C:17]2[CH:22]=[CH:21][C:20]([O:23][C:24]([F:27])([F:26])[F:25])=[CH:19][CH:18]=2)=[CH:11][CH:10]=1)C.[OH-].[Na+].C(O)(=O)C. The catalyst is C(O)C. The product is [CH:35]1([C:32]2[CH:33]=[CH:34][C:29]([CH2:28][N:15]([CH2:16][C:17]3[CH:18]=[CH:19][C:20]([O:23][C:24]([F:27])([F:26])[F:25])=[CH:21][CH:22]=3)[C:12]3[CH:13]=[CH:14][C:9]([C:8]([NH:7][CH2:6][CH2:5][C:4]([OH:42])=[O:3])=[O:41])=[CH:10][CH:11]=3)=[CH:30][CH:31]=2)[CH2:36][CH2:37][CH2:38][CH2:39][CH2:40]1. The yield is 0.600. (3) The reactants are C1(P(C2C=CC=CC=2)C2C=CC=CC=2)C=CC=CC=1.BrN1C(=O)CCC1=O.[Cl:28][C:29]1[CH:30]=[C:31]([C@@H:39]([CH2:43][CH:44]2[CH2:48][CH2:47][CH2:46][CH2:45]2)[C:40]([OH:42])=O)[CH:32]=[CH:33][C:34]=1[S:35]([CH3:38])(=[O:37])=[O:36].[NH2:49][C:50]1[S:51][CH:52]=[CH:53][N:54]=1.N1C=CC=CC=1. The catalyst is C(Cl)Cl.O. The product is [Cl:28][C:29]1[CH:30]=[C:31]([C@@H:39]([CH2:43][CH:44]2[CH2:48][CH2:47][CH2:46][CH2:45]2)[C:40]([NH:49][C:50]2[S:51][CH:52]=[CH:53][N:54]=2)=[O:42])[CH:32]=[CH:33][C:34]=1[S:35]([CH3:38])(=[O:36])=[O:37]. The yield is 0.810. (4) The reactants are [C:1]1([C:7]2[CH:15]=[CH:14][C:10]([C:11]([OH:13])=O)=[CH:9][N:8]=2)[CH:6]=[CH:5][CH:4]=[CH:3][CH:2]=1.Cl.[CH3:17][O:18][CH2:19][CH2:20][CH2:21][C:22]([NH:24][NH2:25])=[O:23].Cl.C(N=C=NCCCN(C)C)C. The catalyst is N1C=CC=CC=1. The product is [CH3:17][O:18][CH2:19][CH2:20][CH2:21][C:22]([NH:24][NH:25][C:11](=[O:13])[C:10]1[CH:14]=[CH:15][C:7]([C:1]2[CH:2]=[CH:3][CH:4]=[CH:5][CH:6]=2)=[N:8][CH:9]=1)=[O:23]. The yield is 0.650. (5) The yield is 0.820. No catalyst specified. The product is [F:35][C:36]([F:41])([F:40])[C:37]([OH:39])=[O:38].[Cl:27][C:22]1[CH:21]=[C:20]([CH:25]=[CH:24][C:23]=1[F:26])[NH:19][C:13]1[C:12]2[C:17](=[CH:18][C:9]([OH:8])=[CH:10][C:11]=2[O:28][CH:29]2[CH2:34][CH2:33][O:32][CH2:31][CH2:30]2)[N:16]=[CH:15][N:14]=1. The reactants are C([O:8][C:9]1[CH:18]=[C:17]2[C:12]([C:13]([NH:19][C:20]3[CH:25]=[CH:24][C:23]([F:26])=[C:22]([Cl:27])[CH:21]=3)=[N:14][CH:15]=[N:16]2)=[C:11]([O:28][CH:29]2[CH2:34][CH2:33][O:32][CH2:31][CH2:30]2)[CH:10]=1)C1C=CC=CC=1.[F:35][C:36]([F:41])([F:40])[C:37]([OH:39])=[O:38]. (6) The reactants are [CH2:1]([O:3][CH:4]([O:39][CH2:40][CH3:41])[C:5]1[CH:6]=[C:7]([CH:11]2[CH:20]([C:21]3[CH:26]=[CH:25][CH:24]=[C:23]([CH:27]([O:31][CH2:32][CH3:33])[O:28][CH2:29][CH3:30])[CH:22]=3)[C:19](=O)[C:18]3[C:17]([C:35](OC)=[O:36])=[CH:16][CH:15]=[CH:14][C:13]=3[NH:12]2)[CH:8]=[CH:9][CH:10]=1)[CH3:2].C(OC(OCC)C1C=C(C2C(C3C=CC=C(C(OCC)OCC)C=3)C(=O)C3C(C(OCC)=O)=CC=CC=3N2)C=CC=1)C.O.[NH2:85][NH2:86]. The catalyst is CO. The product is [CH2:40]([O:39][CH:4]([O:3][CH2:1][CH3:2])[C:5]1[CH:6]=[C:7]([CH:11]2[NH:12][C:13]3[C:18]4[C:19](=[N:85][NH:86][C:35](=[O:36])[C:17]=4[CH:16]=[CH:15][CH:14]=3)[CH:20]2[C:21]2[CH:26]=[CH:25][CH:24]=[C:23]([CH:27]([O:28][CH2:29][CH3:30])[O:31][CH2:32][CH3:33])[CH:22]=2)[CH:8]=[CH:9][CH:10]=1)[CH3:41]. The yield is 0.770.